From a dataset of Reaction yield outcomes from USPTO patents with 853,638 reactions. Predict the reaction yield, written as a fraction of the theoretical maximum amount of product (1.0 means a 100% yield; for example, 0.34 means a 34% yield). (1) The reactants are Cl.[Cl:2][C:3]1[CH:4]=[C:5]([N:9]2[CH2:14][CH2:13][NH:12][CH2:11][CH2:10]2)[CH:6]=[CH:7][CH:8]=1.C(N(CC)CC)C.C(Cl)CCl.[Cl:26][CH2:27][C:28](O)=[O:29]. The catalyst is C(Cl)Cl.CN(C1C=CN=CC=1)C. The product is [Cl:26][CH2:27][C:28]([N:12]1[CH2:13][CH2:14][N:9]([C:5]2[CH:6]=[CH:7][CH:8]=[C:3]([Cl:2])[CH:4]=2)[CH2:10][CH2:11]1)=[O:29]. The yield is 0.700. (2) The reactants are [F:1][C:2]([F:24])([O:10][C:11]1[CH:16]=[C:15]([F:17])[C:14]([N+:18]([O-])=O)=[CH:13][C:12]=1[N+:21]([O-])=O)[C:3]([N:5]([CH2:8][CH3:9])[CH2:6][CH3:7])=[O:4]. The catalyst is CO.[Pd]. The product is [F:24][C:2]([F:1])([O:10][C:11]1[CH:16]=[C:15]([F:17])[C:14]([NH2:18])=[CH:13][C:12]=1[NH2:21])[C:3]([N:5]([CH2:6][CH3:7])[CH2:8][CH3:9])=[O:4]. The yield is 0.860. (3) The reactants are [CH3:1][N:2]([CH3:32])[C:3]([C:5]1[N:26]([CH:27]2[CH2:31][CH2:30][CH2:29][CH2:28]2)[C:8]2[N:9]=[C:10]([NH:13][C:14]3[CH:19]=[CH:18][C:17]([N:20]4[CH2:25][CH2:24][NH:23][CH2:22][CH2:21]4)=[CH:16][N:15]=3)[N:11]=[CH:12][C:7]=2[CH:6]=1)=[O:4].Br[CH:34]([CH3:37])[CH2:35][OH:36]. No catalyst specified. The product is [CH3:1][N:2]([CH3:32])[C:3]([C:5]1[N:26]([CH:27]2[CH2:31][CH2:30][CH2:29][CH2:28]2)[C:8]2[N:9]=[C:10]([NH:13][C:14]3[CH:19]=[CH:18][C:17]([N:20]4[CH2:21][CH2:22][N:23]([CH:34]([CH3:37])[CH2:35][OH:36])[CH2:24][CH2:25]4)=[CH:16][N:15]=3)[N:11]=[CH:12][C:7]=2[CH:6]=1)=[O:4]. The yield is 0.250. (4) The reactants are [CH2:1]([O:3][C:4]1[CH:12]=[CH:11][C:7]([C:8]([OH:10])=O)=[C:6]([OH:13])[CH:5]=1)[CH3:2].CN(C(ON1N=NC2C=CC=NC1=2)=[N+](C)C)C.F[P-](F)(F)(F)(F)F.C(N(CC)CC)C.[CH3:45][N:46]1[C:50]2[C:51]3[CH:52]=[CH:53][CH:54]=[CH:55][C:56]=3[O:57][C:58]3([CH2:63][CH2:62][NH:61][CH2:60][CH2:59]3)[C:49]=2[CH:48]=[N:47]1. The catalyst is CN(C=O)C. The product is [CH2:1]([O:3][C:4]1[CH:12]=[CH:11][C:7]([C:8]([N:61]2[CH2:62][CH2:63][C:58]3([C:49]4[CH:48]=[N:47][N:46]([CH3:45])[C:50]=4[C:51]4[CH:52]=[CH:53][CH:54]=[CH:55][C:56]=4[O:57]3)[CH2:59][CH2:60]2)=[O:10])=[C:6]([OH:13])[CH:5]=1)[CH3:2]. The yield is 0.320. (5) The reactants are [F:1][C:2]1[CH:3]=[C:4]([CH:27]=[CH:28][C:29]=1[CH3:30])[CH2:5][N:6]1[CH2:10][CH2:9][CH:8]([N:11]2[CH2:16][CH2:15][C@@H:14]([C:17]3[CH:22]=[CH:21][C:20]([O:23]C)=[CH:19][CH:18]=3)[C@H:13]([OH:25])[CH2:12]2)[C:7]1=[O:26].B(Br)(Br)Br. The catalyst is C(Cl)Cl. The product is [F:1][C:2]1[CH:3]=[C:4]([CH:27]=[CH:28][C:29]=1[CH3:30])[CH2:5][N:6]1[CH2:10][CH2:9][CH:8]([N:11]2[CH2:16][CH2:15][C@@H:14]([C:17]3[CH:22]=[CH:21][C:20]([OH:23])=[CH:19][CH:18]=3)[C@H:13]([OH:25])[CH2:12]2)[C:7]1=[O:26]. The yield is 0.500. (6) The reactants are Br[C:2]1[CH:3]=[N:4][CH:5]=[C:6]([CH:11]=1)[C:7]([O:9][CH3:10])=[O:8].[NH:12]1[CH2:17][CH2:16][CH2:15][CH2:14][CH2:13]1.C(=O)([O-])[O-].[Cs+].[Cs+].C1C=CC(P(C2C(C3C(P(C4C=CC=CC=4)C4C=CC=CC=4)=CC=C4C=3C=CC=C4)=C3C(C=CC=C3)=CC=2)C2C=CC=CC=2)=CC=1. The catalyst is C1(C)C=CC=CC=1.CCOC(C)=O.C([O-])(=O)C.[Pd+2].C([O-])(=O)C. The product is [N:12]1([C:2]2[CH:3]=[N:4][CH:5]=[C:6]([CH:11]=2)[C:7]([O:9][CH3:10])=[O:8])[CH2:17][CH2:16][CH2:15][CH2:14][CH2:13]1. The yield is 0.740.